From a dataset of Antibody developability classification from SAbDab with 2,409 antibodies. Regression/Classification. Given an antibody's heavy chain and light chain sequences, predict its developability. TAP uses regression for 5 developability metrics; SAbDab uses binary classification. (1) The antibody is ['2atk', 'PROT_7E7F8549']. Result: 0 (not developable). (2) The antibody is ['QMQLVESGGGVVQPGRSLRLSCAASGFTFRTYGMHWVRQAPGKGLEWVAVIWYDGSNKHYADSVKGRFTITRDNSKNTLNLQMNSLRAEDTAVYYCARAPQWELVHEAFDIWGQGTMVTVSS', 'SYVLTQPPSVSVAPGQTARITCGGNNLGSKSVHWYQQKPGQAPVLVVYDDSDRPSWIPERFSGSNSGNTATLTISRGEAGDEADYYCQVWDSSSDHVVFGGGTKLTVL']. Result: 0 (not developable). (3) The antibody is ['QVQLVQSGAEVKKPGSSVKVSCKASGGTFSSYAISWVRQAPGQGLEWMGGIIPIFGTANYAQKFQGRVTITADESTSTAYMELSSLRSEDTAVYYCARHMGYQLRETMDVWGKGTTVTVSS', 'QSVLTQPPSVSAAPGQKVTISCSGSSSNIGNNYVSWYQQLPGTAPKLLIYDNNKRPSGIPDRFSGSKSGTSATLGITGLQTGDEADYYCGTWDSSLSAYVVFGGGTKLTVL']. Result: 0 (not developable). (4) Result: 1 (developable). The antibody is ['4xbe', '4wy7_L']. (5) The antibody is ['QITLKESGPGIVQPSQPFRLTCTFSGFSLSTSGIGVTWIRQPSGKGLEWLATIWWDDDNRYNPSLKSRLTVSKDTSNNQAFLNMMTVETADTAIYYCAQSAITSVTDSAMDHWGQGTSVTVSS', 'DIQMTQTTSSLSASLGDRVTISCSASQDISSYLNWYQQKPEGTVKLLIYYTSSLHSGVPSAFSGSGSGTDYSLTISNLEPEDFATYYCQQYSKFPWTFGGGTKLEIK']. Result: 1 (developable).